From a dataset of Reaction yield outcomes from USPTO patents with 853,638 reactions. Predict the reaction yield, written as a fraction of the theoretical maximum amount of product (1.0 means a 100% yield; for example, 0.34 means a 34% yield). (1) The reactants are Br[C:2]1[CH:3]=[C:4]([C:8]2[C:12]3[CH2:13][C:14]4[S:15][CH:16]=[CH:17][C:18]=4[C:11]=3[N:10]([CH2:19][O:20][CH2:21][CH2:22][Si:23]([CH3:26])([CH3:25])[CH3:24])[N:9]=2)[CH:5]=[CH:6][CH:7]=1.[C:27]([NH2:30])(=[O:29])[CH3:28].C([O-])([O-])=O.[Cs+].[Cs+].CC1(C)C2C(=C(P(C3C=CC=CC=3)C3C=CC=CC=3)C=CC=2)OC2C(P(C3C=CC=CC=3)C3C=CC=CC=3)=CC=CC1=2. The catalyst is O1CCOCC1.CC([O-])=O.CC([O-])=O.[Pd+2]. The product is [CH3:24][Si:23]([CH3:26])([CH3:25])[CH2:22][CH2:21][O:20][CH2:19][N:10]1[C:11]2[C:18]3[CH:17]=[CH:16][S:15][C:14]=3[CH2:13][C:12]=2[C:8]([C:4]2[CH:3]=[C:2]([NH:30][C:27](=[O:29])[CH3:28])[CH:7]=[CH:6][CH:5]=2)=[N:9]1. The yield is 0.750. (2) The reactants are [F:1][C:2]1[CH:10]=[C:9]([N+:11]([O-])=O)[C:8]([O:14][CH3:15])=[CH:7][C:3]=1[C:4]([NH2:6])=[O:5]. The catalyst is [Pd].C(O)C. The product is [NH2:11][C:9]1[C:8]([O:14][CH3:15])=[CH:7][C:3]([C:4]([NH2:6])=[O:5])=[C:2]([F:1])[CH:10]=1. The yield is 1.00.